This data is from Reaction yield outcomes from USPTO patents with 853,638 reactions. The task is: Predict the reaction yield, written as a fraction of the theoretical maximum amount of product (1.0 means a 100% yield; for example, 0.34 means a 34% yield). (1) The reactants are [CH3:1][O:2][C:3]1[CH:12]=[CH:11][CH:10]=[C:9]2[C:4]=1[CH2:5][CH2:6][NH:7][CH2:8]2.C(N(CC)CC)C.[C:20](Cl)(=[O:22])[CH3:21]. The catalyst is C(Cl)Cl. The product is [C:20]([N:7]1[CH2:6][CH2:5][C:4]2[C:9](=[CH:10][CH:11]=[CH:12][C:3]=2[O:2][CH3:1])[CH2:8]1)(=[O:22])[CH3:21]. The yield is 0.940. (2) The reactants are [C:1]([NH:5][C:6]([C:8]1[C:16]2[C:11](=[N:12][CH:13]=[C:14]([N:17]3[C:21]4=[N:22][CH:23]=[C:24]([CH3:26])[CH:25]=[C:20]4[CH:19]=[N:18]3)[N:15]=2)[N:10](COCC[Si](C)(C)C)[CH:9]=1)=[O:7])([CH3:4])([CH3:3])[CH3:2].FC(F)(F)C(O)=O. The catalyst is ClCCl. The product is [C:1]([NH:5][C:6]([C:8]1[C:16]2[C:11](=[N:12][CH:13]=[C:14]([N:17]3[C:21]4=[N:22][CH:23]=[C:24]([CH3:26])[CH:25]=[C:20]4[CH:19]=[N:18]3)[N:15]=2)[NH:10][CH:9]=1)=[O:7])([CH3:4])([CH3:3])[CH3:2]. The yield is 0.140. (3) The product is [Cl:1][C:2]1[CH:3]=[C:4]([C@@H:9]([C:14]2[CH:15]=[CH:16][C:17]([C:20]3[CH:21]=[N:22][NH:23][CH:24]=3)=[CH:18][CH:19]=2)[CH2:10][C:11]([NH:37][C@H:30]([C:31]2[CH:36]=[CH:35][CH:34]=[CH:33][CH:32]=2)[CH3:29])=[O:13])[CH:5]=[CH:6][C:7]=1[Cl:8]. The catalyst is ClCCl. The reactants are [Cl:1][C:2]1[CH:3]=[C:4]([CH:9]([C:14]2[CH:19]=[CH:18][C:17]([C:20]3[CH:21]=[N:22][NH:23][CH:24]=3)=[CH:16][CH:15]=2)[CH2:10][C:11]([OH:13])=O)[CH:5]=[CH:6][C:7]=1[Cl:8].S(Cl)(Cl)=O.[CH3:29][C@H:30]([NH2:37])[C:31]1[CH:36]=[CH:35][CH:34]=[CH:33][CH:32]=1.C(N(CC)CC)C. The yield is 0.110. (4) The reactants are S(O)(O)(=O)=O.[CH3:6][S:7][C:8](=[NH:10])[NH2:9].C(=O)([O-])[O-].[Na+].[Na+].[C:17](OCC)(=[O:22])[CH2:18][C:19]([CH3:21])=O. The yield is 0.950. The product is [CH3:21][C:19]1[N:9]=[C:8]([S:7][CH3:6])[NH:10][C:17](=[O:22])[CH:18]=1. The catalyst is O. (5) The reactants are [CH3:1][N:2]1[C:6]([C:7]([OH:9])=O)=[CH:5][C:4]([CH3:10])=[N:3]1.CN(C)C=O.C(Cl)(=O)C(Cl)=O.[NH2:22][C:23]1[CH:24]=[C:25]([CH:40]=[CH:41][CH:42]=1)[O:26][C:27]1[CH:28]=[CH:29][C:30]2[N:31]([CH:33]=[C:34]([NH:36][C:37](=[O:39])[CH3:38])[N:35]=2)[N:32]=1. The catalyst is O1CCCC1.CN(C)C(=O)C.O. The product is [C:37]([NH:36][C:34]1[N:35]=[C:30]2[CH:29]=[CH:28][C:27]([O:26][C:25]3[CH:24]=[C:23]([NH:22][C:7]([C:6]4[N:2]([CH3:1])[N:3]=[C:4]([CH3:10])[CH:5]=4)=[O:9])[CH:42]=[CH:41][CH:40]=3)=[N:32][N:31]2[CH:33]=1)(=[O:39])[CH3:38]. The yield is 0.670. (6) The reactants are [C:1]([O:5][C:6](=[O:43])[N:7]([C:16]1[CH:21]=[CH:20][C:19]([C:22]([C:24]2[C:32]3[C:27](=[N:28][CH:29]=[C:30]([Cl:33])[CH:31]=3)[N:26](S(C3C=CC=CC=3)(=O)=O)[CH:25]=2)=[O:23])=[CH:18][N:17]=1)[CH2:8][C:9]1[CH:14]=[CH:13][CH:12]=[CH:11][C:10]=1[F:15])([CH3:4])([CH3:3])[CH3:2].C(=O)([O-])[O-].[K+].[K+].O. The catalyst is O1CCCC1. The product is [C:1]([O:5][C:6](=[O:43])[N:7]([C:16]1[CH:21]=[CH:20][C:19]([C:22]([C:24]2[C:32]3[C:27](=[N:28][CH:29]=[C:30]([Cl:33])[CH:31]=3)[NH:26][CH:25]=2)=[O:23])=[CH:18][N:17]=1)[CH2:8][C:9]1[CH:14]=[CH:13][CH:12]=[CH:11][C:10]=1[F:15])([CH3:4])([CH3:2])[CH3:3]. The yield is 0.640. (7) The yield is 0.710. The catalyst is C1COCC1.C(Cl)(Cl)Cl. The product is [F:23][C:24]1[CH:25]=[C:26]([CH:30]=[CH:31][C:32]=1[N+:33]([O-:35])=[O:34])[C:27]([N:41]([CH2:42][CH2:43][CH:44]([CH3:46])[CH3:45])[CH2:36][CH2:37][CH:38]([CH3:39])[CH3:40])=[O:29]. The reactants are ON1C2C=CC=CC=2N=N1.Cl.CN(C)CCCN=C=NCC.[F:23][C:24]1[CH:25]=[C:26]([CH:30]=[CH:31][C:32]=1[N+:33]([O-:35])=[O:34])[C:27]([OH:29])=O.[CH2:36]([NH:41][CH2:42][CH2:43][CH:44]([CH3:46])[CH3:45])[CH2:37][CH:38]([CH3:40])[CH3:39]. (8) The reactants are Br[CH:2]1[CH2:8][CH2:7][CH2:6][C:5]2[CH:9]=[C:10]([N:13]3[CH2:17][C@H:16]([CH2:18][NH:19][C:20](=[O:22])[CH3:21])[O:15][C:14]3=[O:23])[CH:11]=[CH:12][C:4]=2[C:3]1=O.[CH2:25]([S:32][C:33]([NH:35][NH2:36])=S)[C:26]1[CH:31]=[CH:30][CH:29]=[CH:28][CH:27]=1. No catalyst specified. The product is [CH2:25]([S:32][C:33]1[C:2]2[CH2:8][CH2:7][CH2:6][C:5]3[CH:9]=[C:10]([N:13]4[CH2:17][C@H:16]([CH2:18][NH:19][C:20](=[O:22])[CH3:21])[O:15][C:14]4=[O:23])[CH:11]=[CH:12][C:4]=3[C:3]=2[NH:36][N:35]=1)[C:26]1[CH:31]=[CH:30][CH:29]=[CH:28][CH:27]=1. The yield is 0.130.